Dataset: Forward reaction prediction with 1.9M reactions from USPTO patents (1976-2016). Task: Predict the product of the given reaction. (1) Given the reactants [Br:1][C:2]1[C:11]2[C:6](=[CH:7][CH:8]=[C:9]([C:12]([C:14]3[CH:19]=[CH:18][C:17]([Cl:20])=[CH:16][CH:15]=3)=[O:13])[CH:10]=2)[N:5]=[CH:4][CH:3]=1.[Cl:21][C:22]1[CH:27]=[CH:26][C:25]([Mg]Br)=[CH:24][CH:23]=1, predict the reaction product. The product is: [Br:1][C:2]1[C:11]2[C:6](=[CH:7][CH:8]=[C:9]([C:12]([C:25]3[CH:26]=[CH:27][C:22]([Cl:21])=[CH:23][CH:24]=3)([C:14]3[CH:19]=[CH:18][C:17]([Cl:20])=[CH:16][CH:15]=3)[OH:13])[CH:10]=2)[N:5]=[CH:4][CH:3]=1. (2) Given the reactants CN(C)C=O.[C:6]([C:10]1[CH:36]=[CH:35][C:13]([NH:14][C:15]2[CH:34]=[CH:33][C:18]([O:19][C:20]3[C:29]4[C:24](=[CH:25][C:26]([OH:32])=[C:27]([O:30][CH3:31])[CH:28]=4)[N:23]=[CH:22][CH:21]=3)=[CH:17][CH:16]=2)=[CH:12][CH:11]=1)([CH3:9])([CH3:8])[CH3:7].C(=O)([O-])[O-].[K+].[K+].Cl.Cl[CH2:45][CH2:46][N:47]1[CH2:52][CH2:51][O:50][CH2:49][CH2:48]1, predict the reaction product. The product is: [C:6]([C:10]1[CH:36]=[CH:35][C:13]([NH:14][C:15]2[CH:34]=[CH:33][C:18]([O:19][C:20]3[C:29]4[C:24](=[CH:25][C:26]([O:32][CH2:45][CH2:46][N:47]5[CH2:52][CH2:51][O:50][CH2:49][CH2:48]5)=[C:27]([O:30][CH3:31])[CH:28]=4)[N:23]=[CH:22][CH:21]=3)=[CH:17][CH:16]=2)=[CH:12][CH:11]=1)([CH3:9])([CH3:7])[CH3:8]. (3) Given the reactants [NH2:1][C:2]1[CH:7]=[CH:6][CH:5]=[CH:4][C:3]=1[SH:8].[C:9]([C:12]1[CH:19]=[CH:18][C:15]([CH:16]=O)=[CH:14][CH:13]=1)([OH:11])=[O:10].C(C(C#N)=C(C#N)C#N)#N, predict the reaction product. The product is: [C:9]([C:12]1[CH:19]=[CH:18][C:15]([C:16]2[S:8][C:3]3[CH:4]=[CH:5][CH:6]=[CH:7][C:2]=3[N:1]=2)=[CH:14][CH:13]=1)([OH:11])=[O:10]. (4) Given the reactants [CH2:1]([NH2:19])[CH2:2][CH2:3][CH2:4][CH2:5][CH2:6][CH2:7][CH2:8][CH2:9][CH2:10][CH2:11][CH2:12][CH2:13][CH2:14][CH2:15][CH2:16][CH2:17][CH3:18].[N:20]1[CH:25]=[CH:24][CH:23]=[CH:22][CH:21]=1.[C:26](Cl)(=[O:30])[C:27](Cl)=[O:28], predict the reaction product. The product is: [CH3:18][CH2:17][CH2:16][CH2:15][CH2:14][CH2:13][CH2:12][CH2:11][CH2:10][CH2:9][CH2:8][CH2:7][CH2:6][CH2:5][CH2:4][CH2:3][CH2:2][CH2:1][NH:19][C:27]([C:26]([NH:20][CH2:25][CH2:24][CH2:23][CH2:22][CH2:21][CH2:13][CH2:12][CH2:11][CH2:10][CH2:9][CH2:8][CH2:7][CH2:6][CH2:5][CH2:4][CH2:3][CH2:2][CH3:1])=[O:30])=[O:28]. (5) The product is: [Cl:1][C:2]1[CH:3]=[C:4]([NH:8][C:9]2[N:10]=[N:11][C:12]([NH:15][NH:16][C:20]([C@H:18]([NH:17][C:23](=[O:24])[O:25][C:26]([CH3:29])([CH3:28])[CH3:27])[CH3:19])=[O:21])=[CH:13][CH:14]=2)[CH:5]=[CH:6][CH:7]=1. Given the reactants [Cl:1][C:2]1[CH:3]=[C:4]([NH:8][C:9]2[N:10]=[N:11][C:12]([NH:15][NH2:16])=[CH:13][CH:14]=2)[CH:5]=[CH:6][CH:7]=1.[NH:17]([C:23]([O:25][C:26]([CH3:29])([CH3:28])[CH3:27])=[O:24])[C@@H:18]([C:20](O)=[O:21])[CH3:19].CN(C(ON1N=NC2C=CC=CC1=2)=[N+](C)C)C.F[P-](F)(F)(F)(F)F.C(OCC)(=O)C, predict the reaction product. (6) Given the reactants [CH2:1]([C:3]1[CH:17]=[CH:16][C:6]([O:7][CH2:8]OC2C=CC=CC=2)=[CH:5][CH:4]=1)[CH3:2].B(Br)(Br)Br, predict the reaction product. The product is: [CH2:1]([C:3]1[CH:4]=[CH:5][C:6]([O:7][C:8]2[CH:1]=[CH:3][CH:4]=[CH:5][C:6]=2[OH:7])=[CH:16][CH:17]=1)[CH3:2]. (7) Given the reactants C(OC(=O)[NH:7][C:8]1[CH:13]=[C:12]([CH2:14][C:15]#[N:16])[C:11]([I:17])=[CH:10][C:9]=1[NH:18][C:19](=[O:34])[CH2:20][C:21]([C:23]1[CH:28]=[CH:27][CH:26]=[C:25]([N:29]2[CH:33]=[CH:32][N:31]=[CH:30]2)[CH:24]=1)=O)(C)(C)C.C(O)(C(F)(F)F)=O, predict the reaction product. The product is: [N:29]1([C:25]2[CH:24]=[C:23]([C:21]3[CH2:20][C:19](=[O:34])[NH:18][C:9]4[CH:10]=[C:11]([I:17])[C:12]([CH2:14][C:15]#[N:16])=[CH:13][C:8]=4[N:7]=3)[CH:28]=[CH:27][CH:26]=2)[CH:33]=[CH:32][N:31]=[CH:30]1. (8) Given the reactants [Cl:1][C:2]1[CH:12]=[CH:11][C:5]([O:6][CH2:7][C:8]([OH:10])=O)=[C:4]([NH:13][C:14]2[CH:19]=[CH:18][C:17](S(C)(=O)=O)=[CH:16][C:15]=2[Cl:24])[CH:3]=1.[CH3:25][S:26]([NH2:29])(=[O:28])=[O:27], predict the reaction product. The product is: [Cl:1][C:2]1[CH:12]=[CH:11][C:5]([O:6][CH2:7][C:8]([NH:29][S:26]([CH3:25])(=[O:28])=[O:27])=[O:10])=[C:4]([NH:13][C:14]2[CH:19]=[CH:18][CH:17]=[C:16]([S:26]([CH3:25])(=[O:28])=[O:27])[C:15]=2[Cl:24])[CH:3]=1.